Dataset: Catalyst prediction with 721,799 reactions and 888 catalyst types from USPTO. Task: Predict which catalyst facilitates the given reaction. (1) Reactant: [OH:1][C@@:2]1([C:9]#[C:10][C:11]2[CH:12]=[C:13]([C:17]3[S:18][CH:19]=[C:20]([C:22](OCC)=[O:23])[N:21]=3)[CH:14]=[CH:15][CH:16]=2)[CH2:6][CH2:5][N:4]([CH3:7])[C:3]1=[O:8].[NH3:27]. Product: [OH:1][C@@:2]1([C:9]#[C:10][C:11]2[CH:12]=[C:13]([C:17]3[S:18][CH:19]=[C:20]([C:22]([NH2:27])=[O:23])[N:21]=3)[CH:14]=[CH:15][CH:16]=2)[CH2:6][CH2:5][N:4]([CH3:7])[C:3]1=[O:8]. The catalyst class is: 5. (2) Reactant: C(Cl)(=O)CCCCCCCCCCCCC.[C:17]([NH:32][CH2:33][CH2:34][CH2:35][CH2:36][CH2:37][CH2:38][CH2:39][CH2:40][CH2:41][CH2:42][CH2:43][CH2:44][CH2:45][CH3:46])(=O)[CH2:18][CH2:19][CH2:20][CH2:21][CH2:22][CH2:23][CH2:24][CH2:25][CH2:26][CH2:27][CH2:28][CH2:29][CH3:30].C(N)CCCCCCCCCCCCC.C1CCN2C(=NCCC2)CC1. Product: [CH2:33]([NH:32][CH2:17][CH2:18][CH2:19][CH2:20][CH2:21][CH2:22][CH2:23][CH2:24][CH2:25][CH2:26][CH2:27][CH2:28][CH2:29][CH3:30])[CH2:34][CH2:35][CH2:36][CH2:37][CH2:38][CH2:39][CH2:40][CH2:41][CH2:42][CH2:43][CH2:44][CH2:45][CH3:46]. The catalyst class is: 2. (3) Reactant: O[CH2:2][C@H:3]1[CH2:7][CH2:6][CH2:5][N:4]1[C:8]([O:10][C:11]([CH3:14])([CH3:13])[CH3:12])=[O:9].C(Br)(Br)(Br)[Br:16].C1C=CC(P(C2C=CC=CC=2)C2C=CC=CC=2)=CC=1. Product: [Br:16][CH2:2][C@H:3]1[CH2:7][CH2:6][CH2:5][N:4]1[C:8]([O:10][C:11]([CH3:14])([CH3:13])[CH3:12])=[O:9]. The catalyst class is: 2. (4) Reactant: [C:1]([O:4][C@H:5]1[C@@H:13]([CH2:14][O:15][C:16](=[O:18])[CH3:17])[O:12][C@H:11]2[C@H:7]([N:8]=[C:9]([CH3:19])[O:10]2)[C@H:6]1[O:20][C:21](=[O:23])[CH3:22])(=[O:3])[CH3:2].[CH2:24]([O:31][C:32](=[O:44])[CH2:33][O:34][CH2:35][CH2:36][O:37][CH2:38][CH2:39][O:40][CH2:41][CH2:42][OH:43])[C:25]1[CH:30]=[CH:29][CH:28]=[CH:27][CH:26]=1.O([Si](C)(C)C)S(C(F)(F)F)(=O)=O.C(N(CC)CC)C. Product: [CH2:24]([O:31][C:32](=[O:44])[CH2:33][O:34][CH2:35][CH2:36][O:37][CH2:38][CH2:39][O:40][CH2:41][CH2:42][O:43][C@H:11]1[C@H:7]([NH:8][C:9](=[O:10])[CH3:19])[C@@H:6]([O:20][C:21](=[O:23])[CH3:22])[C@@H:5]([O:4][C:1](=[O:3])[CH3:2])[C@@H:13]([CH2:14][O:15][C:16](=[O:18])[CH3:17])[O:12]1)[C:25]1[CH:26]=[CH:27][CH:28]=[CH:29][CH:30]=1. The catalyst class is: 2. (5) Reactant: [C:1]([O:5][C:6](=[O:15])[NH:7][CH2:8][CH2:9][CH2:10][NH:11][C:12]([NH2:14])=[S:13])([CH3:4])([CH3:3])[CH3:2].IC.[C:18](=O)(O)[O-]. Product: [C:1]([O:5][C:6](=[O:15])[NH:7][CH2:8][CH2:9][CH2:10][NH:11][C:12](=[NH:14])[S:13][CH3:18])([CH3:4])([CH3:2])[CH3:3].[C:1]([O:5][C:6](=[O:15])[NH:7][CH2:8][CH2:9][CH2:10][NH:11][C:12]([NH:14][CH3:18])=[S:13])([CH3:4])([CH3:2])[CH3:3]. The catalyst class is: 5. (6) Reactant: C(OC([N:6]1[C:34]2[C:29](=[CH:30][CH:31]=[C:32]([Cl:35])[CH:33]=2)[C:8]2([CH:13]([C:14]3[CH:19]=[CH:18][CH:17]=[C:16]([Cl:20])[CH:15]=3)[CH2:12][C:11](=[O:21])[NH:10][CH:9]2[C:22]2[CH:27]=[CH:26][C:25]([Cl:28])=[CH:24][CH:23]=2)[C:7]1=[O:36])=O)C.[OH-].[Na+]. Product: [Cl:35][C:32]1[CH:33]=[C:34]2[NH:6][C:7](=[O:36])[C:8]3([CH:13]([C:14]4[CH:19]=[CH:18][CH:17]=[C:16]([Cl:20])[CH:15]=4)[CH2:12][C:11](=[O:21])[NH:10][CH:9]3[C:22]3[CH:27]=[CH:26][C:25]([Cl:28])=[CH:24][CH:23]=3)[C:29]2=[CH:30][CH:31]=1. The catalyst class is: 5. (7) Reactant: [CH:1]1([OH:7])[CH2:6][CH2:5][CH2:4][CH2:3][CH2:2]1.[H-].[Na+].Cl[C:11]1[CH:16]=[C:15](C#N)[CH:14]=[CH:13][N:12]=1.[CH3:19][N:20]1CCCC1=O. Product: [CH:1]1([O:7][C:15]2[CH:14]=[CH:13][N:12]=[C:11]([C:19]#[N:20])[CH:16]=2)[CH2:6][CH2:5][CH2:4][CH2:3][CH2:2]1. The catalyst class is: 6. (8) Reactant: [CH2:1]([O:3][C:4]([C:6]1[CH:7]=[N:8][N:9]([C:15]2[CH:20]=[CH:19][CH:18]=[C:17](Cl)[N:16]=2)[C:10]=1[C:11]([F:14])([F:13])[F:12])=[O:5])[CH3:2].[CH3:22][O:23][C:24]1[CH:29]=[CH:28][C:27]([CH3:30])=[CH:26][C:25]=1B(O)O.C(=O)([O-])[O-].[Na+].[Na+]. The catalyst class is: 10. Product: [CH3:22][O:23][C:24]1[CH:29]=[CH:28][C:27]([CH3:30])=[CH:26][C:25]=1[C:17]1[N:16]=[C:15]([N:9]2[C:10]([C:11]([F:14])([F:13])[F:12])=[C:6]([C:4]([O:3][CH2:1][CH3:2])=[O:5])[CH:7]=[N:8]2)[CH:20]=[CH:19][CH:18]=1. (9) Reactant: [C:1]([C:4]1[CH:5]=[C:6]([C:11]#[C:12][C:13]2[C:18]([C:19]([F:22])([F:21])[F:20])=[CH:17][N:16]=[C:15]([NH:23][C:24]3[CH:29]=[CH:28][C:27]([N:30]4[CH2:35][CH2:34][N:33]([C:36]([O:38][C:39]([CH3:42])([CH3:41])[CH3:40])=[O:37])[CH2:32][CH2:31]4)=[CH:26][CH:25]=3)[N:14]=2)[CH:7]=[CH:8][C:9]=1[CH3:10])(=[O:3])[NH2:2]. Product: [C:1]([C:4]1[CH:5]=[C:6]([CH:7]=[CH:8][C:9]=1[CH3:10])[CH2:11][CH2:12][C:13]1[C:18]([C:19]([F:21])([F:22])[F:20])=[CH:17][N:16]=[C:15]([NH:23][C:24]2[CH:29]=[CH:28][C:27]([N:30]3[CH2:31][CH2:32][N:33]([C:36]([O:38][C:39]([CH3:40])([CH3:41])[CH3:42])=[O:37])[CH2:34][CH2:35]3)=[CH:26][CH:25]=2)[N:14]=1)(=[O:3])[NH2:2]. The catalyst class is: 394.